This data is from Peptide-MHC class I binding affinity with 185,985 pairs from IEDB/IMGT. The task is: Regression. Given a peptide amino acid sequence and an MHC pseudo amino acid sequence, predict their binding affinity value. This is MHC class I binding data. (1) The peptide sequence is NTTYDFLARK. The MHC is HLA-A68:01 with pseudo-sequence HLA-A68:01. The binding affinity (normalized) is 0.791. (2) The peptide sequence is ASSEVAVLY. The MHC is HLA-A29:02 with pseudo-sequence HLA-A29:02. The binding affinity (normalized) is 0.909. (3) The peptide sequence is SNFTSTTVK. The MHC is HLA-B44:03 with pseudo-sequence HLA-B44:03. The binding affinity (normalized) is 0.140. (4) The peptide sequence is RVQFIPGQR. The MHC is HLA-B08:02 with pseudo-sequence HLA-B08:02. The binding affinity (normalized) is 0.0847. (5) The peptide sequence is FRMLAWHVL. The MHC is HLA-B45:06 with pseudo-sequence HLA-B45:06. The binding affinity (normalized) is 0.213. (6) The peptide sequence is VVYCNGQRK. The MHC is HLA-A11:01 with pseudo-sequence HLA-A11:01. The binding affinity (normalized) is 0.834.